Task: Predict the product of the given reaction.. Dataset: Forward reaction prediction with 1.9M reactions from USPTO patents (1976-2016) (1) Given the reactants S([O-])([O-])=O.[Na+:5].[Na+].[F:7][C:8]([F:17])([F:16])[C:9]([F:15])([F:14])[S:10](F)(=[O:12])=[O:11].C(=O)([O-])[O-].[Na+].[Na+], predict the reaction product. The product is: [F:7][C:8]([F:17])([F:16])[C:9]([F:15])([F:14])[S:10]([O-:12])=[O:11].[Na+:5]. (2) Given the reactants Cl.[C:2]([C:5]1[CH:6]=[C:7]([NH:11][C:12](=[O:14])[CH3:13])[CH:8]=[CH:9][CH:10]=1)(=[NH:4])[NH2:3].[CH3:15][C:16](=O)[C:17](=[O:19])C.[CH3:21]C(O)C, predict the reaction product. The product is: [OH:19][CH2:17][C:16]1[NH:3][C:2]([C:5]2[CH:6]=[C:7]([NH:11][C:12](=[O:14])[CH3:13])[CH:8]=[CH:9][CH:10]=2)=[N:4][C:15]=1[CH3:21]. (3) Given the reactants CNCCNC.[C:7]1([NH:13][C:14]2[CH:19]=[CH:18][CH:17]=[CH:16][CH:15]=2)[CH:12]=[CH:11][CH:10]=[CH:9][CH:8]=1.[Br:20][C:21]1[CH:26]=[CH:25][C:24](I)=[CH:23][CH:22]=1, predict the reaction product. The product is: [CH:17]1[CH:16]=[CH:15][C:14]([N:13]([C:24]2[CH:25]=[CH:26][C:21]([Br:20])=[CH:22][CH:23]=2)[C:7]2[CH:8]=[CH:9][CH:10]=[CH:11][CH:12]=2)=[CH:19][CH:18]=1. (4) Given the reactants [NH2:1][C:2]1[CH2:8][C:7]([C:9]([O:11][CH2:12][CH3:13])=[O:10])=[CH:6][C:5]2[CH:14]=[C:15](Br)[CH:16]=[CH:17][C:4]=2[N:3]=1.[CH3:19][N:20]([CH3:32])[C:21]([C:23]1[CH:24]=[C:25](B(O)O)[CH:26]=[CH:27][CH:28]=1)=[O:22].C(=O)([O-])[O-].[Cs+].[Cs+].CCO, predict the reaction product. The product is: [NH2:1][C:2]1[CH2:8][C:7]([C:9]([O:11][CH2:12][CH3:13])=[O:10])=[CH:6][C:5]2[CH:14]=[C:15]([C:25]3[CH:26]=[CH:27][CH:28]=[C:23]([C:21](=[O:22])[N:20]([CH3:19])[CH3:32])[CH:24]=3)[CH:16]=[CH:17][C:4]=2[N:3]=1. (5) Given the reactants [CH3:1][S:2][C:3]1[N:12]=[C:11](N)[C:10]2[CH2:9][CH2:8][CH2:7][CH2:6][C:5]=2[N:4]=1.CC(C)CC[O:18]N=O.FC(F)(F)C(O)=O, predict the reaction product. The product is: [CH3:1][S:2][C:3]1[NH:12][C:11](=[O:18])[C:10]2[CH2:9][CH2:8][CH2:7][CH2:6][C:5]=2[N:4]=1. (6) The product is: [C:1]([C:5]1[N:6]=[C:7]([NH:10][C:11]([C:13]2[CH:43]=[CH:42][N:16]3[C:17](=[O:41])[C:18](/[CH:32]=[CH:33]/[C:34]([OH:36])=[O:35])=[C:19]([N:21]4[CH2:26][CH2:25][CH2:24][C@H:23]([NH:27][C:28](=[O:31])[CH2:29][OH:30])[CH2:22]4)[N:20]=[C:15]3[CH:14]=2)=[O:12])[S:8][CH:9]=1)([CH3:4])([CH3:2])[CH3:3]. Given the reactants [C:1]([C:5]1[N:6]=[C:7]([NH:10][C:11]([C:13]2[CH:43]=[CH:42][N:16]3[C:17](=[O:41])[C:18](/[CH:32]=[CH:33]/[C:34]([O:36]C(C)(C)C)=[O:35])=[C:19]([N:21]4[CH2:26][CH2:25][CH2:24][C@H:23]([NH:27][C:28](=[O:31])[CH2:29][OH:30])[CH2:22]4)[N:20]=[C:15]3[CH:14]=2)=[O:12])[S:8][CH:9]=1)([CH3:4])([CH3:3])[CH3:2], predict the reaction product. (7) The product is: [CH3:1][O:2][C:3]1[CH:4]=[C:5]([CH:32]=[CH:33][C:34]=1[O:35][CH3:36])[CH2:6][CH:7]1[C:13]2[CH:14]=[C:15]([O:20][CH3:21])[C:16]([O:18][CH3:19])=[CH:17][C:12]=2[CH2:11][CH2:10][CH2:9][N:8]1[CH:22]([C:26]1[CH:27]=[CH:28][CH:29]=[CH:30][CH:31]=1)[C:23]([NH:49][CH2:48][C:41]1[C:42]2[C:47](=[CH:46][CH:45]=[CH:44][CH:43]=2)[N:39]([CH3:38])[N:40]=1)=[O:24]. Given the reactants [CH3:1][O:2][C:3]1[CH:4]=[C:5]([CH:32]=[CH:33][C:34]=1[O:35][CH3:36])[CH2:6][CH:7]1[C:13]2[CH:14]=[C:15]([O:20][CH3:21])[C:16]([O:18][CH3:19])=[CH:17][C:12]=2[CH2:11][CH2:10][CH2:9][N:8]1[CH:22]([C:26]1[CH:31]=[CH:30][CH:29]=[CH:28][CH:27]=1)[C:23](O)=[O:24].Cl.[CH3:38][N:39]1[C:47]2[C:42](=[CH:43][CH:44]=[CH:45][CH:46]=2)[C:41]([CH2:48][NH2:49])=[N:40]1, predict the reaction product.